From a dataset of Full USPTO retrosynthesis dataset with 1.9M reactions from patents (1976-2016). Predict the reactants needed to synthesize the given product. (1) Given the product [Br:1][C:2]1[CH:3]=[C:4]([CH:8]=[CH:9][C:10]2[CH:17]=[CH:16][C:13]([C:14]#[N:15])=[C:12]([NH:26][CH2:25][C:24]3[CH:27]=[CH:28][C:21]([O:20][CH3:19])=[CH:22][CH:23]=3)[N:11]=2)[CH:5]=[CH:6][CH:7]=1, predict the reactants needed to synthesize it. The reactants are: [Br:1][C:2]1[CH:3]=[C:4]([CH:8]=[CH:9][C:10]2[CH:17]=[CH:16][C:13]([C:14]#[N:15])=[C:12](Cl)[N:11]=2)[CH:5]=[CH:6][CH:7]=1.[CH3:19][O:20][C:21]1[CH:28]=[CH:27][C:24]([CH2:25][NH2:26])=[CH:23][CH:22]=1. (2) Given the product [CH3:1][O:2][C:3](=[O:13])[CH:4]([Br:21])[C:5]1[CH:10]=[CH:9][CH:8]=[CH:7][C:6]=1[O:11][CH3:12], predict the reactants needed to synthesize it. The reactants are: [CH3:1][O:2][C:3](=[O:13])[CH2:4][C:5]1[CH:10]=[CH:9][CH:8]=[CH:7][C:6]=1[O:11][CH3:12].C1C(=O)N([Br:21])C(=O)C1.